Dataset: Reaction yield outcomes from USPTO patents with 853,638 reactions. Task: Predict the reaction yield, written as a fraction of the theoretical maximum amount of product (1.0 means a 100% yield; for example, 0.34 means a 34% yield). The reactants are OC1C=CC(C(C2C=CC=CC=2)=O)=CC=1.BrCCCCl.C(=O)([O-])[O-].[K+].[K+].Cl[CH2:28][CH2:29][CH2:30][O:31][C:32]1[CH:45]=[CH:44][C:35]([C:36]([C:38]2[CH:43]=[CH:42][CH:41]=[CH:40][CH:39]=2)=[O:37])=[CH:34][CH:33]=1.C(C1C=CC(OCCCOC2C=CC(C(=O)C3C=CC=CC=3)=CC=2)=CC=1)(=O)C1C=CC=CC=1.[NH:79]([CH2:83][CH2:84][OH:85])[CH2:80][CH2:81][OH:82].[I-].[Na+]. The catalyst is CC(C)CC(=O)C. The product is [OH:82][CH2:81][CH2:80][N:79]([CH2:83][CH2:84][OH:85])[CH2:28][CH2:29][CH2:30][O:31][C:32]1[CH:45]=[CH:44][C:35]([C:36]([C:38]2[CH:43]=[CH:42][CH:41]=[CH:40][CH:39]=2)=[O:37])=[CH:34][CH:33]=1. The yield is 0.890.